From a dataset of Forward reaction prediction with 1.9M reactions from USPTO patents (1976-2016). Predict the product of the given reaction. (1) The product is: [F:6][C:7]1[CH:12]=[C:11]([F:13])[CH:10]=[CH:9][C:8]=1[N:14]1[C:15](=[O:23])[C:16]2[CH:17]=[CH:18][CH:19]=[CH:20][C:5]=2[O:4][C:2]1=[O:3]. Given the reactants Cl[C:2]([O:4][CH3:5])=[O:3].[F:6][C:7]1[CH:12]=[C:11]([F:13])[CH:10]=[CH:9][C:8]=1[NH:14][C:15](=[O:23])[C:16]1C=[CH:20][CH:19]=[CH:18][C:17]=1O.Cl, predict the reaction product. (2) Given the reactants [O:1]1[CH:5]=[CH:4][CH:3]=[C:2]1[CH2:6][C:7]#N.[OH-:9].[K+].[OH2:11], predict the reaction product. The product is: [O:1]1[CH:5]=[CH:4][CH:3]=[C:2]1[CH2:6][C:7]([OH:11])=[O:9]. (3) Given the reactants [F:1][C:2]([F:43])([F:42])[C:3]1[CH:4]=[C:5]([C@H:13]2[O:17][C:16](=[O:18])[N:15]([CH2:19][C:20]3[CH:21]=[C:22]4[C:26](=[CH:27][C:28]=3[C:29]3[CH:34]=[C:33]([CH:35]([CH3:37])[CH3:36])[C:32]([F:38])=[CH:31][C:30]=3[O:39][CH3:40])[CH2:25][NH:24][CH2:23]4)[C@H:14]2[CH3:41])[CH:6]=[C:7]([C:9]([F:12])([F:11])[F:10])[CH:8]=1.[BH3-][C:45]#N.[Na+].CC(O)=O.C=O, predict the reaction product. The product is: [F:12][C:9]([F:10])([F:11])[C:7]1[CH:6]=[C:5]([C@H:13]2[O:17][C:16](=[O:18])[N:15]([CH2:19][C:20]3[CH:21]=[C:22]4[C:26](=[CH:27][C:28]=3[C:29]3[CH:34]=[C:33]([CH:35]([CH3:36])[CH3:37])[C:32]([F:38])=[CH:31][C:30]=3[O:39][CH3:40])[CH2:25][N:24]([CH3:45])[CH2:23]4)[C@H:14]2[CH3:41])[CH:4]=[C:3]([C:2]([F:1])([F:42])[F:43])[CH:8]=1. (4) Given the reactants CS(O[CH2:6][CH2:7][NH:8][C:9]1[C:13]([C:14]2[N:18]([CH2:19][C:20]3[O:21][CH:22]=[C:23]([Br:25])[CH:24]=3)[C:17](=[O:26])[O:16][N:15]=2)=[N:12][O:11][N:10]=1)(=O)=O.[N-:27]=[N+:28]=[N-:29].[Na+].O, predict the reaction product. The product is: [N:27]([CH2:6][CH2:7][NH:8][C:9]1[C:13]([C:14]2[N:18]([CH2:19][C:20]3[O:21][CH:22]=[C:23]([Br:25])[CH:24]=3)[C:17](=[O:26])[O:16][N:15]=2)=[N:12][O:11][N:10]=1)=[N+:28]=[N-:29]. (5) The product is: [Cl:44][CH2:30][C:26]1[CH:25]=[C:24]([C:23]2[N:18]3[N:17]=[C:16]([NH:15][C:12]4[CH:13]=[CH:14][C:9]([O:8][CH2:7][CH2:6][N:1]5[CH2:5][CH2:4][CH2:3][CH2:2]5)=[CH:10][CH:11]=4)[N:32]=[C:19]3[CH:20]=[CH:21][CH:22]=2)[CH:29]=[CH:28][CH:27]=1. Given the reactants [N:1]1([CH2:6][CH2:7][O:8][C:9]2[CH:14]=[CH:13][C:12]([NH:15][C:16]3[N:32]=[C:19]4[CH:20]=[CH:21][CH:22]=[C:23]([C:24]5[CH:25]=[C:26]([CH2:30]O)[CH:27]=[CH:28][CH:29]=5)[N:18]4[N:17]=3)=[CH:11][CH:10]=2)[CH2:5][CH2:4][CH2:3][CH2:2]1.C(N(CC)CC)C.CS([Cl:44])(=O)=O, predict the reaction product. (6) Given the reactants [C:1]([O:5][C:6](=[O:19])[NH:7][C@H:8]([C:12]1[CH:17]=[CH:16][N:15]=[C:14](Br)[CH:13]=1)[CH2:9][CH:10]=[CH2:11])([CH3:4])([CH3:3])[CH3:2].[F:20][CH:21]([F:30])[N:22]1[CH:26]=[C:25]([N+:27]([O-:29])=[O:28])[CH:24]=[N:23]1.C12(P(C34CC5CC(CC(C5)C3)C4)CCCC)CC3CC(CC(C3)C1)C2.C([O-])([O-])=O.[K+].[K+].C(O)(=O)C(C)(C)C, predict the reaction product. The product is: [C:1]([O:5][C:6](=[O:19])[NH:7][C@H:8]([C:12]1[CH:17]=[CH:16][N:15]=[C:14]([C:26]2[N:22]([CH:21]([F:20])[F:30])[N:23]=[CH:24][C:25]=2[N+:27]([O-:29])=[O:28])[CH:13]=1)[CH2:9][CH:10]=[CH2:11])([CH3:4])([CH3:3])[CH3:2]. (7) Given the reactants [F:1][C:2]1[CH:7]=[CH:6][C:5]([C:8]2[NH:24][C:11]3=[N:12][CH:13]=[C:14]([NH:16]C(=O)OC(C)(C)C)[CH:15]=[C:10]3[CH:9]=2)=[CH:4][CH:3]=1, predict the reaction product. The product is: [F:1][C:2]1[CH:3]=[CH:4][C:5]([C:8]2[NH:24][C:11]3=[N:12][CH:13]=[C:14]([NH2:16])[CH:15]=[C:10]3[CH:9]=2)=[CH:6][CH:7]=1. (8) Given the reactants [CH2:1]([N:4]1[CH:8]=[C:7]([C:9]([O:11]C)=[O:10])[N:6]=[CH:5]1)[CH2:2][CH3:3].[Li+].[OH-].Cl, predict the reaction product. The product is: [CH2:1]([N:4]1[CH:8]=[C:7]([C:9]([OH:11])=[O:10])[N:6]=[CH:5]1)[CH2:2][CH3:3]. (9) Given the reactants [C:1](#[N:5])[CH2:2][C:3]#[N:4].[C:6](Cl)(=[O:13])[C:7]1[CH:12]=[CH:11][CH:10]=[CH:9][CH:8]=1.[OH-].[Na+], predict the reaction product. The product is: [C:6]([CH:2]([C:1]#[N:5])[C:3]#[N:4])(=[O:13])[C:7]1[CH:12]=[CH:11][CH:10]=[CH:9][CH:8]=1.